From a dataset of Reaction yield outcomes from USPTO patents with 853,638 reactions. Predict the reaction yield, written as a fraction of the theoretical maximum amount of product (1.0 means a 100% yield; for example, 0.34 means a 34% yield). (1) The reactants are Cl[CH2:2][C:3]1[N:4]=[C:5]([C:8]2[CH:13]=[CH:12][C:11]([CH3:14])=[CH:10][CH:9]=2)[O:6][CH:7]=1.[F:15][C:16]1[C:24]([OH:25])=[CH:23][CH:22]=[C:21]([F:26])[C:17]=1[C:18]([NH2:20])=[O:19].C(=O)([O-])[O-].[K+].[K+]. The catalyst is CN(C=O)C. The product is [F:15][C:16]1[C:24]([O:25][CH2:2][C:3]2[N:4]=[C:5]([C:8]3[CH:13]=[CH:12][C:11]([CH3:14])=[CH:10][CH:9]=3)[O:6][CH:7]=2)=[CH:23][CH:22]=[C:21]([F:26])[C:17]=1[C:18]([NH2:20])=[O:19]. The yield is 0.180. (2) The reactants are [CH2:1]([O:4][C:5]1[C:12]([Br:13])=[CH:11][C:8]([C:9]#[N:10])=[C:7]([Cl:14])[CH:6]=1)[CH:2]=C.[CH2:15](O)CO. No catalyst specified. The product is [Br:13][C:12]1[C:5]2[O:4][CH:1]([CH3:2])[CH2:15][C:6]=2[C:7]([Cl:14])=[C:8]([C:9]#[N:10])[CH:11]=1. The yield is 0.520. (3) The reactants are [OH:1][C:2]([C:5]1[CH:39]=[CH:38][C:8]([C:9]([NH:11][C:12]2[CH:17]=[C:16]([C:18]3[CH:27]=[C:26]4[C:21]([CH2:22][CH2:23][N:24](C(OC(C)(C)C)=O)[CH2:25]4)=[CH:20][CH:19]=3)[N:15]3[N:35]=[CH:36][CH:37]=[C:14]3[N:13]=2)=[O:10])=[CH:7][CH:6]=1)([CH3:4])[CH3:3].[F:40][C:41]([F:46])([F:45])[C:42]([OH:44])=[O:43]. The catalyst is C(Cl)Cl. The product is [F:40][C:41]([F:46])([F:45])[C:42]([OH:44])=[O:43].[OH:1][C:2]([C:5]1[CH:6]=[CH:7][C:8]([C:9]([NH:11][C:12]2[CH:17]=[C:16]([C:18]3[CH:27]=[C:26]4[C:21]([CH2:22][CH2:23][NH:24][CH2:25]4)=[CH:20][CH:19]=3)[N:15]3[N:35]=[CH:36][CH:37]=[C:14]3[N:13]=2)=[O:10])=[CH:38][CH:39]=1)([CH3:4])[CH3:3]. The yield is 0.410. (4) The reactants are [CH3:1][O:2][C:3]([C:5]1[C:10](Br)=[C:9]([NH:12][CH2:13][C:14]2[O:15][CH:16]=[CH:17][CH:18]=2)[CH:8]=[C:7]([Cl:19])[N:6]=1)=[O:4].[CH3:20][Sn](C)(C)C.O. The catalyst is CN(C)C=O.Cl[Pd](Cl)([P](C1C=CC=CC=1)(C1C=CC=CC=1)C1C=CC=CC=1)[P](C1C=CC=CC=1)(C1C=CC=CC=1)C1C=CC=CC=1. The product is [CH3:1][O:2][C:3]([C:5]1[C:10]([CH3:20])=[C:9]([NH:12][CH2:13][C:14]2[O:15][CH:16]=[CH:17][CH:18]=2)[CH:8]=[C:7]([Cl:19])[N:6]=1)=[O:4]. The yield is 0.450.